Dataset: Forward reaction prediction with 1.9M reactions from USPTO patents (1976-2016). Task: Predict the product of the given reaction. (1) Given the reactants [C:1]1([CH3:33])[CH:6]=[CH:5][CH:4]=[CH:3][C:2]=1[NH:7][C:8]1[O:9][C:10]2[CH:16]=[C:15]([CH2:17][C:18]([NH:20][C:21]3[CH:26]=[CH:25][C:24]([C@H:27]([CH3:32])[CH2:28][C:29]([OH:31])=[O:30])=[CH:23][CH:22]=3)=[O:19])[CH:14]=[CH:13][C:11]=2[N:12]=1.F[P-](F)(F)(F)(F)F.[N:41]1([O:50]C(N(C)C)=[N+](C)C)C2N=CC=CC=2N=N1.C(N(C(C)C)CC)(C)C, predict the reaction product. The product is: [OH2:9].[OH2:50].[C:1]1([CH3:33])[CH:6]=[CH:5][CH:4]=[CH:3][C:2]=1[NH:7][C:8]1[NH:41][C:10]2[CH:16]=[C:15]([CH2:17][C:18]([NH:20][C:21]3[CH:22]=[CH:23][C:24]([C@H:27]([CH3:32])[CH2:28][C:29]([OH:31])=[O:30])=[CH:25][CH:26]=3)=[O:19])[CH:14]=[CH:13][C:11]=2[N:12]=1. (2) The product is: [NH2:14][C:12]1[S:13][C:2]([C:3]([O:5][CH3:6])=[O:4])=[C:7]([CH2:8][CH3:9])[N:11]=1. Given the reactants Cl[CH:2]([C:7](=O)[CH2:8][CH3:9])[C:3]([O:5][CH3:6])=[O:4].[NH2:11][C:12]([NH2:14])=[S:13], predict the reaction product. (3) Given the reactants [CH:1]1([C:7]([OH:9])=O)[CH2:6][CH2:5][CH2:4][CH2:3][CH2:2]1.CN(C(ON1N=NC2C=CC=NC1=2)=[N+](C)C)C.F[P-](F)(F)(F)(F)F.CN1CCOCC1.[CH3:41][O:42][C:43]1[C:44]2[N:57]=[C:56]([NH2:58])[S:55][C:45]=2[C:46]([CH:49]2[CH2:54][CH2:53][O:52][CH2:51][CH2:50]2)=[N:47][CH:48]=1, predict the reaction product. The product is: [CH3:41][O:42][C:43]1[C:44]2[N:57]=[C:56]([NH:58][C:7]([CH:1]3[CH2:2][CH2:3][CH2:4][CH2:5][CH2:6]3)=[O:9])[S:55][C:45]=2[C:46]([CH:49]2[CH2:50][CH2:51][O:52][CH2:53][CH2:54]2)=[N:47][CH:48]=1. (4) Given the reactants [Cl:1][C:2]1[CH:3]=[C:4]([C:8]([OH:29])([C:23]2[CH:24]=[N:25][CH:26]=[CH:27][CH:28]=2)[C:9]([N:11]2[CH2:22][CH2:21][CH2:20][C@H:12]2[C:13]([O:15]C(C)(C)C)=[O:14])=[O:10])[CH:5]=[CH:6][CH:7]=1.FC(F)(F)C(O)=O, predict the reaction product. The product is: [Cl:1][C:2]1[CH:3]=[C:4]([C:8]([OH:29])([C:23]2[CH:24]=[N:25][CH:26]=[CH:27][CH:28]=2)[C:9]([N:11]2[CH2:22][CH2:21][CH2:20][C@H:12]2[C:13]([OH:15])=[O:14])=[O:10])[CH:5]=[CH:6][CH:7]=1. (5) Given the reactants Cl[C:2]1[CH:11]=[CH:10][N:9]=[C:8]2[C:3]=1[CH:4]=[CH:5][C:6]([C:12](=[O:14])[CH3:13])=[N:7]2.[F:15][C:16]1[CH:21]=[CH:20][C:19](B2OC(C)(C)C(C)(C)O2)=[CH:18][C:17]=1[C:31]1[C:32]([C:37]#[N:38])=[CH:33][CH:34]=[CH:35][CH:36]=1, predict the reaction product. The product is: [C:12]([C:6]1[N:7]=[C:8]2[C:3]([C:2]([C:19]3[CH:20]=[CH:21][C:16]([F:15])=[C:17]([C:31]4[C:32]([C:37]#[N:38])=[CH:33][CH:34]=[CH:35][CH:36]=4)[CH:18]=3)=[CH:11][CH:10]=[N:9]2)=[CH:4][CH:5]=1)(=[O:14])[CH3:13]. (6) Given the reactants CCCCC.[CH3:6][C:7]([CH3:12])([CH3:11])[C@@H:8]1[O:10][CH2:9]1.[F:13][C:14]1[CH:19]=[CH:18][C:17]([C:20]2[N:21]=[CH:22][NH:23][CH:24]=2)=[CH:16][CH:15]=1, predict the reaction product. The product is: [F:13][C:14]1[CH:15]=[CH:16][C:17]([C:20]2[N:21]=[CH:22][N:23]([CH2:9][C@@H:8]([OH:10])[C:7]([CH3:12])([CH3:11])[CH3:6])[CH:24]=2)=[CH:18][CH:19]=1. (7) Given the reactants [NH2:1][C:2]1[NH:6][N:5]=[C:4]([NH:7][C:8]2[CH:9]=[N:10][CH:11]=[CH:12][CH:13]=2)[C:3]=1[C:14]#[N:15].[OH:16][C:17]1[CH:24]=[CH:23][C:20]([CH:21]=O)=[CH:19][CH:18]=1, predict the reaction product. The product is: [OH:16][C:17]1[CH:24]=[CH:23][C:20]([CH:21]=[N:1][C:2]2[NH:6][N:5]=[C:4]([NH:7][C:8]3[CH:9]=[N:10][CH:11]=[CH:12][CH:13]=3)[C:3]=2[C:14]#[N:15])=[CH:19][CH:18]=1. (8) Given the reactants [Cl:1][C:2]1[C:7]([CH3:8])=[C:6]([N+:9]([O-])=O)[C:5]([O:12][CH3:13])=[CH:4][N+:3]=1[O-], predict the reaction product. The product is: [Cl:1][C:2]1[C:7]([CH3:8])=[C:6]([NH2:9])[C:5]([O:12][CH3:13])=[CH:4][N:3]=1.